This data is from NCI-60 drug combinations with 297,098 pairs across 59 cell lines. The task is: Regression. Given two drug SMILES strings and cell line genomic features, predict the synergy score measuring deviation from expected non-interaction effect. (1) Drug 1: CC(CN1CC(=O)NC(=O)C1)N2CC(=O)NC(=O)C2. Drug 2: COC1=NC(=NC2=C1N=CN2C3C(C(C(O3)CO)O)O)N. Cell line: TK-10. Synergy scores: CSS=18.1, Synergy_ZIP=-1.52, Synergy_Bliss=6.45, Synergy_Loewe=0.548, Synergy_HSA=3.46. (2) Drug 1: CC1=CC=C(C=C1)C2=CC(=NN2C3=CC=C(C=C3)S(=O)(=O)N)C(F)(F)F. Drug 2: N.N.Cl[Pt+2]Cl. Cell line: HOP-92. Synergy scores: CSS=54.9, Synergy_ZIP=-1.55, Synergy_Bliss=-1.54, Synergy_Loewe=-8.65, Synergy_HSA=-0.956. (3) Drug 1: CNC(=O)C1=NC=CC(=C1)OC2=CC=C(C=C2)NC(=O)NC3=CC(=C(C=C3)Cl)C(F)(F)F. Drug 2: B(C(CC(C)C)NC(=O)C(CC1=CC=CC=C1)NC(=O)C2=NC=CN=C2)(O)O. Cell line: SK-MEL-2. Synergy scores: CSS=39.6, Synergy_ZIP=-5.39, Synergy_Bliss=-8.94, Synergy_Loewe=-38.4, Synergy_HSA=-9.67. (4) Drug 1: C1=CC(=C2C(=C1NCCNCCO)C(=O)C3=C(C=CC(=C3C2=O)O)O)NCCNCCO. Drug 2: C1C(C(OC1N2C=C(C(=O)NC2=O)F)CO)O. Cell line: SNB-19. Synergy scores: CSS=51.8, Synergy_ZIP=-5.38, Synergy_Bliss=-6.13, Synergy_Loewe=0.293, Synergy_HSA=2.53. (5) Drug 1: C1=NC2=C(N=C(N=C2N1C3C(C(C(O3)CO)O)F)Cl)N. Drug 2: C1CN1C2=NC(=NC(=N2)N3CC3)N4CC4. Cell line: T-47D. Synergy scores: CSS=13.9, Synergy_ZIP=-0.937, Synergy_Bliss=4.89, Synergy_Loewe=-2.39, Synergy_HSA=-2.14. (6) Drug 1: C(CC(=O)O)C(=O)CN.Cl. Drug 2: C(CN)CNCCSP(=O)(O)O. Cell line: SF-268. Synergy scores: CSS=29.5, Synergy_ZIP=-9.19, Synergy_Bliss=-0.343, Synergy_Loewe=-11.1, Synergy_HSA=-0.848. (7) Drug 1: CCC1(CC2CC(C3=C(CCN(C2)C1)C4=CC=CC=C4N3)(C5=C(C=C6C(=C5)C78CCN9C7C(C=CC9)(C(C(C8N6C=O)(C(=O)OC)O)OC(=O)C)CC)OC)C(=O)OC)O.OS(=O)(=O)O. Drug 2: CC1=C(C=C(C=C1)NC(=O)C2=CC=C(C=C2)CN3CCN(CC3)C)NC4=NC=CC(=N4)C5=CN=CC=C5. Cell line: A549. Synergy scores: CSS=-0.825, Synergy_ZIP=1.73, Synergy_Bliss=0.857, Synergy_Loewe=-5.25, Synergy_HSA=-2.86. (8) Drug 2: C1CCN(CC1)CCOC2=CC=C(C=C2)C(=O)C3=C(SC4=C3C=CC(=C4)O)C5=CC=C(C=C5)O. Drug 1: CS(=O)(=O)C1=CC(=C(C=C1)C(=O)NC2=CC(=C(C=C2)Cl)C3=CC=CC=N3)Cl. Cell line: SNB-75. Synergy scores: CSS=5.20, Synergy_ZIP=0.309, Synergy_Bliss=7.43, Synergy_Loewe=4.29, Synergy_HSA=5.29.